Dataset: Forward reaction prediction with 1.9M reactions from USPTO patents (1976-2016). Task: Predict the product of the given reaction. (1) Given the reactants [CH3:1][O:2][C:3]1[C:12]([C:13]([F:16])([F:15])[F:14])=[CH:11][CH:10]=[CH:9][C:4]=1[C:5]([O:7]C)=[O:6].[OH-].[Na+].CO, predict the reaction product. The product is: [CH3:1][O:2][C:3]1[C:12]([C:13]([F:14])([F:15])[F:16])=[CH:11][CH:10]=[CH:9][C:4]=1[C:5]([OH:7])=[O:6]. (2) The product is: [C:19]([O:23][C:24]([N:26]1[CH2:31][CH2:30][CH:29]([N:32]([C:14]([C:11]2[C:10]([CH3:17])=[C:9]([C:6]3[CH:7]=[CH:8][C:3]([C:1]#[N:2])=[C:4]([F:18])[CH:5]=3)[O:13][N:12]=2)=[O:16])[CH:33]2[CH2:34][CH2:35]2)[CH2:28][CH2:27]1)=[O:25])([CH3:22])([CH3:20])[CH3:21]. Given the reactants [C:1]([C:3]1[CH:8]=[CH:7][C:6]([C:9]2[O:13][N:12]=[C:11]([C:14]([OH:16])=O)[C:10]=2[CH3:17])=[CH:5][C:4]=1[F:18])#[N:2].[C:19]([O:23][C:24]([N:26]1[CH2:31][CH2:30][CH:29]([NH:32][CH:33]2[CH2:35][CH2:34]2)[CH2:28][CH2:27]1)=[O:25])([CH3:22])([CH3:21])[CH3:20], predict the reaction product. (3) Given the reactants [NH2:1][C:2]1[CH:3]=[C:4]([C:8]2[C:16]([C:17]3[CH:22]=[CH:21][N:20]=[C:19]([NH:23][C:24]4[CH:29]=[CH:28][CH:27]=[C:26]([O:30][CH2:31][CH2:32][CH2:33][N:34]5[CH2:39][CH2:38][O:37][CH2:36][CH2:35]5)[CH:25]=4)[N:18]=3)=[C:11]3[CH:12]=[CH:13][CH:14]=[CH:15][N:10]3[N:9]=2)[CH:5]=[CH:6][CH:7]=1.[S:40]1[CH:44]=[CH:43][CH:42]=[C:41]1[CH2:45][C:46](Cl)=[O:47], predict the reaction product. The product is: [N:34]1([CH2:33][CH2:32][CH2:31][O:30][C:26]2[CH:25]=[C:24]([NH:23][C:19]3[N:18]=[C:17]([C:16]4[C:8]([C:4]5[CH:3]=[C:2]([NH:1][C:46](=[O:47])[CH2:45][C:41]6[S:40][CH:44]=[CH:43][CH:42]=6)[CH:7]=[CH:6][CH:5]=5)=[N:9][N:10]5[CH:15]=[CH:14][CH:13]=[CH:12][C:11]=45)[CH:22]=[CH:21][N:20]=3)[CH:29]=[CH:28][CH:27]=2)[CH2:39][CH2:38][O:37][CH2:36][CH2:35]1. (4) Given the reactants C(C1C=CC(C2SC=CC=2CO)=CC=1)C.OC1C=CC(CCC(OCC)=O)=C(F)C=1F.[CH2:32]([C:34]1[CH:39]=[CH:38][C:37]([C:40]2[S:41][CH:42]=[CH:43][C:44]=2[CH2:45][O:46][C:47]2[CH:52]=[CH:51][C:50]([CH2:53][CH2:54][C:55]([O:57]CC)=[O:56])=[C:49]([F:60])[C:48]=2[F:61])=[CH:36][CH:35]=1)[CH3:33], predict the reaction product. The product is: [CH2:32]([C:34]1[CH:35]=[CH:36][C:37]([C:40]2[S:41][CH:42]=[CH:43][C:44]=2[CH2:45][O:46][C:47]2[CH:52]=[CH:51][C:50]([CH2:53][CH2:54][C:55]([OH:57])=[O:56])=[C:49]([F:60])[C:48]=2[F:61])=[CH:38][CH:39]=1)[CH3:33].